From a dataset of CYP1A2 inhibition data for predicting drug metabolism from PubChem BioAssay. Regression/Classification. Given a drug SMILES string, predict its absorption, distribution, metabolism, or excretion properties. Task type varies by dataset: regression for continuous measurements (e.g., permeability, clearance, half-life) or binary classification for categorical outcomes (e.g., BBB penetration, CYP inhibition). Dataset: cyp1a2_veith. (1) The drug is Cn1cc(/C=N/n2cnc3scc(-c4ccccc4)c3c2=O)c2ccccc21. The result is 1 (inhibitor). (2) The drug is Cc1noc(C)c1-c1nccc(N(C)C)n1. The result is 1 (inhibitor). (3) The result is 1 (inhibitor). The compound is Cc1ccc(-n2nc3c(c2NC(=O)c2cccs2)CSC3)cc1. (4) The drug is CC(=O)Nc1ccc(NC(=O)Cn2c(-c3ccc(F)cc3)cnc2SCC(=O)Nc2c(C)cccc2C)cc1. The result is 0 (non-inhibitor). (5) The compound is COc1ccc(/C=N/NC(=O)C2CCN(c3ncc(C(F)(F)F)cc3Cl)CC2)cc1. The result is 0 (non-inhibitor).